This data is from Full USPTO retrosynthesis dataset with 1.9M reactions from patents (1976-2016). The task is: Predict the reactants needed to synthesize the given product. (1) Given the product [Cl:35][C:21]1[C:22]([NH:24][C:25]2[CH:34]=[CH:33][CH:32]=[CH:31][C:26]=2[C:27]([NH:29][CH3:30])=[O:28])=[N:23][C:18]([NH:16][C:10]2[C:7]3[CH2:8][CH2:9][N:3]([CH2:1][CH3:2])[CH2:4][CH2:5][C:6]=3[C:13]([O:14][CH3:15])=[CH:12][CH:11]=2)=[N:19][CH:20]=1, predict the reactants needed to synthesize it. The reactants are: [CH2:1]([N:3]1[CH2:9][CH2:8][C:7]2[C:10]([NH2:16])=[CH:11][CH:12]=[C:13]([O:14][CH3:15])[C:6]=2[CH2:5][CH2:4]1)[CH3:2].Cl[C:18]1[N:23]=[C:22]([NH:24][C:25]2[CH:34]=[CH:33][CH:32]=[CH:31][C:26]=2[C:27]([NH:29][CH3:30])=[O:28])[C:21]([Cl:35])=[CH:20][N:19]=1.C12(CS(O)(=O)=O)C(C)(C)C(CC1)CC2=O.[Na]. (2) Given the product [CH3:18][O:19][C:20]1[CH:25]=[CH:24][C:23]([C:26]2[N:27]=[CH:28][N:29]([C:2]3[CH:17]=[CH:16][C:5]4[O:6][CH2:7][CH2:8][C:9]([C:12]([O:14][CH3:15])=[O:13])=[C:10]([CH3:11])[C:4]=4[CH:3]=3)[CH:30]=2)=[CH:22][CH:21]=1, predict the reactants needed to synthesize it. The reactants are: Br[C:2]1[CH:17]=[CH:16][C:5]2[O:6][CH2:7][CH2:8][C:9]([C:12]([O:14][CH3:15])=[O:13])=[C:10]([CH3:11])[C:4]=2[CH:3]=1.[CH3:18][O:19][C:20]1[CH:25]=[CH:24][C:23]([C:26]2[N:27]=[CH:28][NH:29][CH:30]=2)=[CH:22][CH:21]=1.C(=O)([O-])[O-].[K+].[K+].CC(C)(C(=O)CC(=O)C(C)(C)C)C.